Predict the reaction yield, written as a fraction of the theoretical maximum amount of product (1.0 means a 100% yield; for example, 0.34 means a 34% yield). From a dataset of Reaction yield outcomes from USPTO patents with 853,638 reactions. (1) The reactants are C1C=C(S([O-])(=O)=O)C=C(P(C2C=CC=C(S([O-])(=O)=O)C=2)C2C=CC=C(S([O-])(=O)=O)C=2)C=1.[Na+].[Na+].[Na+].[I:35][C:36]1[C:37](=[O:46])[N:38]([CH3:45])[CH:39]=[C:40](I)[C:41]=1[O:42][CH3:43].[O:47]1[CH2:52][CH2:51][CH:50]([CH2:53][O:54][C:55]2[CH:60]=[C:59](B3OC(C)(C)C(C)(C)O3)[CH:58]=[CH:57][N:56]=2)[CH2:49][CH2:48]1.CCN(C(C)C)C(C)C. The catalyst is C(#N)C.O.C(O[Pd]OC(=O)C)(=O)C. The product is [I:35][C:36]1[C:37](=[O:46])[N:38]([CH3:45])[CH:39]=[C:40]([C:59]2[CH:58]=[CH:57][N:56]=[C:55]([O:54][CH2:53][CH:50]3[CH2:51][CH2:52][O:47][CH2:48][CH2:49]3)[CH:60]=2)[C:41]=1[O:42][CH3:43]. The yield is 0.430. (2) The reactants are F[C:2]1[CH:7]=[CH:6][C:5]([I:8])=[CH:4][N:3]=1.C(=O)([O-])[O-].[K+].[K+].[CH3:15][C:16]1([NH:21][C:22](=[O:28])[O:23][C:24]([CH3:27])([CH3:26])[CH3:25])[CH2:20][CH2:19][NH:18][CH2:17]1.O. The catalyst is CS(C)=O. The product is [C:24]([O:23][C:22](=[O:28])[NH:21][C:16]1([CH3:15])[CH2:20][CH2:19][N:18]([C:2]2[CH:7]=[CH:6][C:5]([I:8])=[CH:4][N:3]=2)[CH2:17]1)([CH3:27])([CH3:25])[CH3:26]. The yield is 0.740. (3) The product is [CH:24]([S:9][C:10]1[CH:18]=[CH:17][C:13]([C:14]([OH:16])=[O:15])=[CH:12][N:11]=1)([CH3:26])[CH3:25]. The yield is 0.600. The reactants are [C:14]([OH:16])(=[O:15])[C:13]1[CH:17]=[CH:18][C:10]([S:9][S:9][C:10]2[CH:18]=[CH:17][C:13]([C:14]([OH:16])=[O:15])=[CH:12][N:11]=2)=[N:11][CH:12]=1.[BH4-].[Na+].I[CH:24]([CH3:26])[CH3:25]. The catalyst is CN(C=O)C. (4) The reactants are [CH2:1]([O:4][N:5]([C@H:18]1[CH2:23][NH:22][C@H:21]([C:24]([NH2:26])=[O:25])[C:20]([CH2:27][CH3:28])=[CH:19]1)S(C1C=CC=CC=1[N+]([O-])=O)(=O)=O)[CH:2]=[CH2:3].C(ON[C@@H]1C(C)=C[C@@H](CO[Si](C(C)(C)C)(C)C)NC1)C=C. The catalyst is CO.ClCCl. The product is [CH2:1]([O:4][NH:5][CH:18]1[CH2:23][NH:22][C@@H:21]([C:24]([NH2:26])=[O:25])[C:20]([CH2:27][CH3:28])=[CH:19]1)[CH:2]=[CH2:3]. The yield is 0.743.